This data is from Full USPTO retrosynthesis dataset with 1.9M reactions from patents (1976-2016). The task is: Predict the reactants needed to synthesize the given product. (1) Given the product [CH3:24][S:25]([C:28]1[CH:29]=[C:30]([C:31]2[NH:10][C:9]3=[N:8][C:7]([N:11]4[CH2:16][CH2:15][CH2:14][C@@H:13]([C:17]([N:19]5[CH2:23][CH2:22][CH2:21][CH2:20]5)=[O:18])[CH2:12]4)=[CH:6][CH:5]=[C:4]3[N:3]=2)[CH:33]=[CH:34][CH:35]=1)(=[O:26])=[O:27], predict the reactants needed to synthesize it. The reactants are: Cl.Cl.[NH2:3][C:4]1[CH:5]=[CH:6][C:7]([N:11]2[CH2:16][CH2:15][CH2:14][C@@H:13]([C:17]([N:19]3[CH2:23][CH2:22][CH2:21][CH2:20]3)=[O:18])[CH2:12]2)=[N:8][C:9]=1[NH2:10].[CH3:24][S:25]([C:28]1[CH:29]=[C:30]([CH:33]=[CH:34][CH:35]=1)[CH:31]=O)(=[O:27])=[O:26].[S].C(N(CC)CC)C. (2) Given the product [CH3:20][N:13]1[C:14]2[C:19](=[CH:18][CH:17]=[CH:16][CH:15]=2)[C:11]([C:9]2[CH:8]=[CH:7][N:6]=[C:5]([S:4][CH3:3])[N:10]=2)=[N:12]1, predict the reactants needed to synthesize it. The reactants are: [H-].[Na+].[CH3:3][S:4][C:5]1[N:10]=[C:9]([C:11]2[C:19]3[C:14](=[CH:15][CH:16]=[CH:17][CH:18]=3)[NH:13][N:12]=2)[CH:8]=[CH:7][N:6]=1.[CH3:20]I.O. (3) Given the product [C:14]1([N:24]2[CH2:29][CH2:28][N:27]([CH2:2][CH2:3][C:4]3[CH:13]=[CH:12][C:7]4[N:8]=[CH:9][S:10](=[O:11])[C:6]=4[CH:5]=3)[CH2:26][CH2:25]2)[C:23]2[C:18](=[CH:19][CH:20]=[CH:21][CH:22]=2)[CH:17]=[CH:16][CH:15]=1, predict the reactants needed to synthesize it. The reactants are: Br[CH2:2][CH2:3][C:4]1[CH:13]=[CH:12][C:7]2[N:8]=[CH:9][S:10](=[O:11])[C:6]=2[CH:5]=1.[C:14]1([N:24]2[CH2:29][CH2:28][NH:27][CH2:26][CH2:25]2)[C:23]2[C:18](=[CH:19][CH:20]=[CH:21][CH:22]=2)[CH:17]=[CH:16][CH:15]=1.C(=O)([O-])[O-].[Na+].[Na+].